From a dataset of Peptide-MHC class II binding affinity with 134,281 pairs from IEDB. Regression. Given a peptide amino acid sequence and an MHC pseudo amino acid sequence, predict their binding affinity value. This is MHC class II binding data. (1) The peptide sequence is VRKNRWLLLNVTSED. The MHC is DRB4_0103 with pseudo-sequence DRB4_0103. The binding affinity (normalized) is 0.593. (2) The peptide sequence is RGKMDVSGVQAPVGA. The MHC is HLA-DPA10201-DPB10101 with pseudo-sequence HLA-DPA10201-DPB10101. The binding affinity (normalized) is 0. (3) The peptide sequence is KKGMTTVLDFHPGAG. The MHC is DRB3_0101 with pseudo-sequence DRB3_0101. The binding affinity (normalized) is 0.316. (4) The peptide sequence is LTEHGCNRLKRMAVS. The MHC is DRB1_1301 with pseudo-sequence DRB1_1301. The binding affinity (normalized) is 0.834. (5) The peptide sequence is AALAAAAGVPPADKY. The MHC is DRB1_1001 with pseudo-sequence DRB1_1001. The binding affinity (normalized) is 0.476.